This data is from Catalyst prediction with 721,799 reactions and 888 catalyst types from USPTO. The task is: Predict which catalyst facilitates the given reaction. (1) Reactant: [Cl:1][C:2]1[C:11]2[C:6](=[CH:7][CH:8]=[C:9]([CH:12]=O)[CH:10]=2)[N:5]=[CH:4][CH:3]=1.[CH2:14]([NH2:18])[CH2:15][CH2:16][CH3:17].C1COCC1. Product: [CH2:14]([N:18]=[CH:12][C:9]1[CH:10]=[C:11]2[C:6](=[CH:7][CH:8]=1)[N:5]=[CH:4][CH:3]=[C:2]2[Cl:1])[CH2:15][CH2:16][CH3:17]. The catalyst class is: 13. (2) Reactant: [Cl:1][C:2]1[C:10]2[N:9]=[C:8]3[N:11]([C:15]4[CH:20]=[CH:19][C:18]([Cl:21])=[CH:17][C:16]=4[Cl:22])[CH2:12][CH2:13][CH2:14][N:7]3[C:6]=2[C:5]([CH:23]([CH2:27][CH3:28])[CH2:24][CH2:25][OH:26])=[CH:4][CH:3]=1.[H-].[Na+].I[CH3:32].O. Product: [Cl:1][C:2]1[C:10]2[N:9]=[C:8]3[N:11]([C:15]4[CH:20]=[CH:19][C:18]([Cl:21])=[CH:17][C:16]=4[Cl:22])[CH2:12][CH2:13][CH2:14][N:7]3[C:6]=2[C:5]([CH:23]([CH2:27][CH3:28])[CH2:24][CH2:25][O:26][CH3:32])=[CH:4][CH:3]=1. The catalyst class is: 9. (3) Reactant: [C:1]([C:3]1[CH:4]=[CH:5][C:6]([NH:23][C@@H:24]([CH3:27])[CH2:25][OH:26])=[C:7]([CH:22]=1)[C:8]([NH:10][CH2:11][C:12]1[CH:17]=[CH:16][C:15]([O:18][CH3:19])=[C:14]([O:20][CH3:21])[CH:13]=1)=[O:9])#[N:2].[H-].[Na+].F[C:31]1[CH:38]=[CH:37][C:34]([C:35]#[N:36])=[CH:33][CH:32]=1. Product: [C:1]([C:3]1[CH:4]=[CH:5][C:6]([NH:23][C@@H:24]([CH3:27])[CH2:25][O:26][C:31]2[CH:38]=[CH:37][C:34]([C:35]#[N:36])=[CH:33][CH:32]=2)=[C:7]([CH:22]=1)[C:8]([NH:10][CH2:11][C:12]1[CH:17]=[CH:16][C:15]([O:18][CH3:19])=[C:14]([O:20][CH3:21])[CH:13]=1)=[O:9])#[N:2]. The catalyst class is: 42.